From a dataset of Forward reaction prediction with 1.9M reactions from USPTO patents (1976-2016). Predict the product of the given reaction. Given the reactants CC1C=CC(S(O[CH2:12][C@H:13]2[CH2:17][C@H:16](OS(C3C=CC(C)=CC=3)(=O)=O)[CH2:15][N:14]2[S:29]([C:32]2[CH:37]=[CH:36][C:35]([CH3:38])=[CH:34][CH:33]=2)(=[O:31])=[O:30])(=O)=O)=CC=1.[NH2:39][CH2:40][C:41]1[CH:42]=[N:43][CH:44]=[CH:45][CH:46]=1, predict the reaction product. The product is: [CH3:38][C:35]1[CH:34]=[CH:33][C:32]([S:29]([N:14]2[CH2:15][C@H:16]3[CH2:17][C@@H:13]2[CH2:12][N:39]3[CH2:40][C:41]2[CH:42]=[N:43][CH:44]=[CH:45][CH:46]=2)(=[O:30])=[O:31])=[CH:37][CH:36]=1.